From a dataset of Full USPTO retrosynthesis dataset with 1.9M reactions from patents (1976-2016). Predict the reactants needed to synthesize the given product. The reactants are: [Br:1][C:2]1[CH:7]=[CH:6][N:5]=[C:4]2[NH:8][CH:9]=[CH:10][C:3]=12.Cl.[CH3:12][NH:13][CH3:14].[CH2:15]=O. Given the product [Br:1][C:2]1[CH:7]=[CH:6][N:5]=[C:4]2[NH:8][CH:9]=[C:10]([CH2:12][N:13]([CH3:15])[CH3:14])[C:3]=12, predict the reactants needed to synthesize it.